This data is from Merck oncology drug combination screen with 23,052 pairs across 39 cell lines. The task is: Regression. Given two drug SMILES strings and cell line genomic features, predict the synergy score measuring deviation from expected non-interaction effect. Drug 1: N#Cc1ccc(Cn2cncc2CN2CCN(c3cccc(Cl)c3)C(=O)C2)cc1. Drug 2: CNC(=O)c1cc(Oc2ccc(NC(=O)Nc3ccc(Cl)c(C(F)(F)F)c3)cc2)ccn1. Cell line: ZR751. Synergy scores: synergy=-7.81.